The task is: Predict the reaction yield, written as a fraction of the theoretical maximum amount of product (1.0 means a 100% yield; for example, 0.34 means a 34% yield).. This data is from Reaction yield outcomes from USPTO patents with 853,638 reactions. The reactants are P(Cl)(Cl)(Cl)=O.[CH3:6][C:7]1[CH:15]=[CH:14][C:13]([N+:16]([O-:18])=[O:17])=[C:12]2[C:8]=1[CH:9]=[CH:10][NH:11]2.[OH-].[Na+].CN(C)[CH:23]=[O:24]. No catalyst specified. The product is [CH:23]([C:9]1[C:8]2[C:12](=[C:13]([N+:16]([O-:18])=[O:17])[CH:14]=[CH:15][C:7]=2[CH3:6])[NH:11][CH:10]=1)=[O:24]. The yield is 0.958.